This data is from Forward reaction prediction with 1.9M reactions from USPTO patents (1976-2016). The task is: Predict the product of the given reaction. (1) The product is: [O:1]1[C:5]([C:6]2[CH:11]=[CH:10][C:9]([S:12]([NH:16][C:17]3[CH:22]=[CH:21][CH:20]=[C:19]([C:23]4[NH:27][N:26]=[N:25][N:24]=4)[CH:18]=3)(=[O:14])=[O:13])=[CH:8][CH:7]=2)=[CH:4][N:3]=[CH:2]1. Given the reactants [O:1]1[C:5]([C:6]2[CH:11]=[CH:10][C:9]([S:12](Cl)(=[O:14])=[O:13])=[CH:8][CH:7]=2)=[CH:4][N:3]=[CH:2]1.[NH2:16][C:17]1[CH:18]=[C:19]([C:23]2[NH:27][N:26]=[N:25][N:24]=2)[CH:20]=[CH:21][CH:22]=1, predict the reaction product. (2) Given the reactants Br[C:2]1[CH:10]=[C:9]([CH3:11])[C:8]2[N:7]([CH3:12])[CH2:6][CH:5]3[CH2:13][N:14]([C:17]([O:19][C:20]([CH3:23])([CH3:22])[CH3:21])=[O:18])[CH2:15][CH2:16][C:3]=1[C:4]=23.C(N(CC)CC)C, predict the reaction product. The product is: [CH3:12][N:7]1[C:8]2[C:9]([CH3:11])=[CH:10][CH:2]=[C:3]3[CH2:16][CH2:15][N:14]([C:17]([O:19][C:20]([CH3:23])([CH3:22])[CH3:21])=[O:18])[CH2:13][CH:5]([C:4]=23)[CH2:6]1. (3) Given the reactants [NH:1]1[CH2:6][CH2:5][O:4][CH2:3][CH2:2]1.C(=O)([O-])[O-].[Na+].[Na+].Cl[C:14]1[N:19]=[CH:18][N:17]=[C:16]([O:20][C:21]2[CH:47]=[CH:46][C:45]([F:48])=[CH:44][C:22]=2[CH2:23][NH:24][C:25]([NH:27][C:28]2[N:32]([C:33]3[CH:38]=[CH:37][C:36]([CH3:39])=[CH:35][CH:34]=3)[N:31]=[C:30]([C:40]([CH3:43])([CH3:42])[CH3:41])[CH:29]=2)=[O:26])[CH:15]=1, predict the reaction product. The product is: [F:48][C:45]1[CH:46]=[CH:47][C:21]([O:20][C:16]2[CH:15]=[C:14]([N:1]3[CH2:6][CH2:5][O:4][CH2:3][CH2:2]3)[N:19]=[CH:18][N:17]=2)=[C:22]([CH:44]=1)[CH2:23][NH:24][C:25]([NH:27][C:28]1[N:32]([C:33]2[CH:34]=[CH:35][C:36]([CH3:39])=[CH:37][CH:38]=2)[N:31]=[C:30]([C:40]([CH3:43])([CH3:41])[CH3:42])[CH:29]=1)=[O:26]. (4) Given the reactants [Br:1][C:2]1[N:3]=[C:4]([C:14]2[CH:19]=[CH:18][C:17]([C:20]([F:23])([F:22])[F:21])=[CH:16][CH:15]=2)[O:5][C:6]=1[CH:7]1[CH2:12][CH:11]=[N:10][C:9]([Cl:13])=[N:8]1, predict the reaction product. The product is: [Br:1][C:2]1[N:3]=[C:4]([C:14]2[CH:15]=[CH:16][C:17]([C:20]([F:23])([F:22])[F:21])=[CH:18][CH:19]=2)[O:5][C:6]=1[C:7]1[CH:12]=[CH:11][N:10]=[C:9]([Cl:13])[N:8]=1. (5) Given the reactants [CH2:1](Br)[CH3:2].[F:4][C:5]1[CH:6]=[C:7]([CH:14]=[CH:15][CH:16]=1)[CH2:8][C@@H:9]1[CH2:13][CH2:12][NH:11][CH2:10]1.C(=O)([O-])[O-].[K+].[K+], predict the reaction product. The product is: [CH2:1]([N:11]1[CH2:12][CH2:13][C@@H:9]([CH2:8][C:7]2[CH:14]=[CH:15][CH:16]=[C:5]([F:4])[CH:6]=2)[CH2:10]1)[CH3:2]. (6) Given the reactants C(O[C:4](=[O:13])[C:5](=[O:12])[CH2:6][C:7](=[O:11])[CH:8]([CH3:10])[CH3:9])C.[CH3:14][O:15][C:16]1[CH:23]=[CH:22][C:19]([CH2:20][NH2:21])=[CH:18][CH:17]=1.[Cl:24][C:25]1[CH:32]=[CH:31][C:28]([CH:29]=O)=[C:27]([CH3:33])[CH:26]=1, predict the reaction product. The product is: [Cl:24][C:25]1[CH:32]=[CH:31][C:28]([CH:29]2[N:21]([CH2:20][C:19]3[CH:22]=[CH:23][C:16]([O:15][CH3:14])=[CH:17][CH:18]=3)[C:4](=[O:13])[C:5]([OH:12])=[C:6]2[C:7](=[O:11])[CH:8]([CH3:9])[CH3:10])=[C:27]([CH3:33])[CH:26]=1.